From a dataset of Full USPTO retrosynthesis dataset with 1.9M reactions from patents (1976-2016). Predict the reactants needed to synthesize the given product. (1) Given the product [OH:8][C:5]1[CH:6]=[CH:7][C:2]([N:1]2[C:13](=[O:14])[CH2:12][CH:10]([C:9]([OH:17])=[O:16])[CH2:11]2)=[CH:3][CH:4]=1, predict the reactants needed to synthesize it. The reactants are: [NH2:1][C:2]1[CH:7]=[CH:6][C:5]([OH:8])=[CH:4][CH:3]=1.[C:9]([OH:17])(=[O:16])[C:10]([CH2:12][C:13](O)=[O:14])=[CH2:11]. (2) Given the product [F:20][C:21]([F:26])([F:25])[C:22]([O-:24])=[O:23].[C:9]([O:8][CH2:7][CH:6]([NH3+:12])[CH2:5][O:4][C:1](=[O:3])[CH3:2])(=[O:11])[CH3:10], predict the reactants needed to synthesize it. The reactants are: [C:1]([O:4][CH2:5][CH:6]([NH:12]C(OC(C)(C)C)=O)[CH2:7][O:8][C:9](=[O:11])[CH3:10])(=[O:3])[CH3:2].[F:20][C:21]([F:26])([F:25])[C:22]([OH:24])=[O:23]. (3) Given the product [CH3:25][C:26]1[C:30]([C:2]2[C:7]([C:8]#[C:9][Si:10]([CH3:13])([CH3:12])[CH3:11])=[CH:6][C:5]([C:14]([F:17])([F:16])[F:15])=[CH:4][C:3]=2[C:18]2[CH:23]=[CH:22][C:21]([OH:24])=[CH:20][CH:19]=2)=[C:29]([CH3:34])[O:28][N:27]=1, predict the reactants needed to synthesize it. The reactants are: Br[C:2]1[C:7]([C:8]#[C:9][Si:10]([CH3:13])([CH3:12])[CH3:11])=[CH:6][C:5]([C:14]([F:17])([F:16])[F:15])=[CH:4][C:3]=1[C:18]1[CH:23]=[CH:22][C:21]([OH:24])=[CH:20][CH:19]=1.[CH3:25][C:26]1[C:30](B(O)O)=[C:29]([CH3:34])[O:28][N:27]=1.CC(OC1C=CC=C(OC(C)C)C=1C1C(P(C2CCCCC2)C2CCCCC2)=CC=CC=1)C.C([O-])([O-])=O.[K+].[K+].[NH4+].[Cl-]. (4) Given the product [CH3:40][N:38]([CH3:39])[C:10]1[C:11]([C:31]2[CH:36]=[CH:35][CH:34]=[CH:33][C:32]=2[F:37])=[CH:12][C:13]2[NH:14][C:15](=[O:30])[CH2:16][C:17]([C:18]3[CH:23]=[CH:22][CH:21]=[C:20]([N:24]4[CH:28]=[CH:27][N:26]=[N:25]4)[CH:19]=3)=[N:7][C:8]=2[CH:9]=1, predict the reactants needed to synthesize it. The reactants are: C(OC(=O)[NH:7][C:8]1[C:13]([NH:14][C:15](=[O:30])[CH2:16][C:17](=O)[C:18]2[CH:23]=[CH:22][CH:21]=[C:20]([N:24]3[CH:28]=[CH:27][N:26]=[N:25]3)[CH:19]=2)=[CH:12][C:11]([C:31]2[CH:36]=[CH:35][CH:34]=[CH:33][C:32]=2[F:37])=[C:10]([N:38]([CH3:40])[CH3:39])[CH:9]=1)(C)(C)C.C(O)(C(F)(F)F)=O. (5) Given the product [CH:23]1([C:3]2[C:2]([NH:32][C:29]3[CH:30]=[CH:31][N:26]=[CH:27][CH:28]=3)=[CH:9][C:6]([C:7]#[N:8])=[C:5]([N:10]3[CH2:15][CH2:14][N:13]([C:16](=[O:21])[CH2:17][CH2:18][O:19][CH3:20])[C@H:12]([CH3:22])[CH2:11]3)[N:4]=2)[CH2:25][CH2:24]1, predict the reactants needed to synthesize it. The reactants are: Br[C:2]1[C:3]([CH:23]2[CH2:25][CH2:24]2)=[N:4][C:5]([N:10]2[CH2:15][CH2:14][N:13]([C:16](=[O:21])[CH2:17][CH2:18][O:19][CH3:20])[C@H:12]([CH3:22])[CH2:11]2)=[C:6]([CH:9]=1)[C:7]#[N:8].[N:26]1[CH:31]=[CH:30][C:29]([NH2:32])=[CH:28][CH:27]=1.CC(C1C=C(C(C)C)C(C2C=CC=CC=2P(C2CCCCC2)C2CCCCC2)=C(C(C)C)C=1)C.C([O-])([O-])=O.[Cs+].[Cs+]. (6) Given the product [F:1][C:2]1[CH:3]=[C:4]2[C:9](=[CH:10][CH:11]=1)[C:8]([CH3:13])([CH3:12])[C:7](=[O:14])[C:6]([C:15]([NH:22][CH2:23][C:24]([O:26][C:27]([CH3:30])([CH3:29])[CH3:28])=[O:25])=[O:16])=[C:5]2[OH:20], predict the reactants needed to synthesize it. The reactants are: [F:1][C:2]1[CH:3]=[C:4]2[C:9](=[CH:10][CH:11]=1)[C:8]([CH3:13])([CH3:12])[C:7](=[O:14])[C:6]([C:15](OCC)=[O:16])=[C:5]2[OH:20].Cl.[NH2:22][CH2:23][C:24]([O:26][C:27]([CH3:30])([CH3:29])[CH3:28])=[O:25].C(N(C(C)C)C(C)C)C.